From a dataset of Forward reaction prediction with 1.9M reactions from USPTO patents (1976-2016). Predict the product of the given reaction. Given the reactants [Cl:1][C:2]1[CH:19]=[CH:18][C:5]([C:6]([NH:8][C:9]2[S:10][CH:11]=[C:12]([CH2:14][C:15]([OH:17])=O)[N:13]=2)=[O:7])=[CH:4][CH:3]=1.[CH3:20][N:21]1[CH2:26][CH2:25][CH:24]([N:27]2[CH2:32][CH2:31][NH:30][CH2:29][CH2:28]2)[CH2:23][CH2:22]1, predict the reaction product. The product is: [Cl:1][C:2]1[CH:3]=[CH:4][C:5]([C:6]([NH:8][C:9]2[S:10][CH:11]=[C:12]([CH2:14][C:15]([N:30]3[CH2:29][CH2:28][N:27]([CH:24]4[CH2:25][CH2:26][N:21]([CH3:20])[CH2:22][CH2:23]4)[CH2:32][CH2:31]3)=[O:17])[N:13]=2)=[O:7])=[CH:18][CH:19]=1.